Dataset: Full USPTO retrosynthesis dataset with 1.9M reactions from patents (1976-2016). Task: Predict the reactants needed to synthesize the given product. (1) Given the product [C:14]([CH:6]([CH2:7][CH:8]([CH3:9])[CH3:10])[CH2:5][C:4]([N:3]([CH2:1][CH3:2])[CH2:12][CH3:13])=[O:11])#[N:15], predict the reactants needed to synthesize it. The reactants are: [CH2:1]([N:3]([CH2:12][CH3:13])[C:4](=[O:11])[CH:5]=[CH:6][CH2:7][CH:8]([CH3:10])[CH3:9])[CH3:2].[C-:14]#[N:15].[K+].C(O)C.CCCCCC. (2) Given the product [CH2:1]([O:5][C:6]1[C:27]([O:28][CH3:29])=[CH:26][C:9]2[C:10]3[N:15]([CH:16]([CH2:18][CH3:19])[CH2:17][C:8]=2[CH:7]=1)[CH:14]=[C:13]([C:20]([OH:22])=[O:21])[C:12](=[O:25])[CH:11]=3)[CH2:2][CH2:3][CH3:4], predict the reactants needed to synthesize it. The reactants are: [CH2:1]([O:5][C:6]1[C:27]([O:28][CH3:29])=[CH:26][C:9]2[C:10]3[N:15]([CH:16]([CH2:18][CH3:19])[CH2:17][C:8]=2[CH:7]=1)[CH:14]=[C:13]([C:20]([O:22]CC)=[O:21])[C:12](=[O:25])[CH:11]=3)[CH2:2][CH2:3][CH3:4].[OH-].[Na+].Cl. (3) Given the product [CH3:1][CH:2]([CH2:5][C:6]1[CH:11]=[CH:10][C:9]([C:2]([CH3:5])([CH3:3])[CH3:1])=[CH:8][CH:7]=1)[CH2:3][OH:4], predict the reactants needed to synthesize it. The reactants are: [CH3:1][CH:2]([CH2:5][C:6]1[CH:11]=[CH:10][CH:9]=[CH:8][CH:7]=1)[CH2:3][OH:4].